Dataset: Full USPTO retrosynthesis dataset with 1.9M reactions from patents (1976-2016). Task: Predict the reactants needed to synthesize the given product. (1) Given the product [OH:35][NH:36][C:7](=[O:8])[CH2:6][CH2:5][CH2:4][CH2:3][C:2]([CH3:21])([CH3:1])[CH:10]([O:19][CH3:20])[C:11]1[CH:16]=[CH:15][C:14]([O:17][CH3:18])=[CH:13][CH:12]=1, predict the reactants needed to synthesize it. The reactants are: [CH3:1][C:2]([CH3:21])([CH:10]([O:19][CH3:20])[C:11]1[CH:16]=[CH:15][C:14]([O:17][CH3:18])=[CH:13][CH:12]=1)[CH2:3][CH2:4][CH2:5][CH2:6][C:7](O)=[O:8].Cl.CN(C)CCCN=C=NCC.O.[OH:35][N:36]1C2C=CC=CC=2N=N1.NOC1CCCCO1.C12(CS(O)(=O)=O)C(C)(C)C(CC1)CC2=O. (2) Given the product [Cl:13][C:14]1[CH:15]=[C:16]([S:21]([N:24]([CH2:39][C:40]([O:42][C:43]([CH3:46])([CH3:45])[CH3:44])=[O:41])[C:25]2[CH:34]=[CH:33][C:32]3[C:27](=[CH:28][CH:29]=[C:30]([C:35]4[NH:38][C:2](=[O:5])[O:37][N:36]=4)[CH:31]=3)[CH:26]=2)(=[O:22])=[O:23])[CH:17]=[C:18]([Cl:20])[CH:19]=1, predict the reactants needed to synthesize it. The reactants are: Cl[C:2]([O:5]C(=O)OC(Cl)(Cl)Cl)(Cl)Cl.[Cl:13][C:14]1[CH:15]=[C:16]([S:21]([N:24]([CH2:39][C:40]([O:42][C:43]([CH3:46])([CH3:45])[CH3:44])=[O:41])[C:25]2[CH:34]=[CH:33][C:32]3[C:27](=[CH:28][CH:29]=[C:30]([C:35](=[NH:38])[NH:36][OH:37])[CH:31]=3)[CH:26]=2)(=[O:23])=[O:22])[CH:17]=[C:18]([Cl:20])[CH:19]=1.C(N(CC)CC)C. (3) Given the product [CH3:7][C:2]([C:8]1[S:9][CH:10]=[CH:11][CH:12]=1)([CH3:1])[C:3]([NH:5][NH:6][C:16]([CH:13]1[CH2:15][CH2:14]1)=[O:17])=[O:4], predict the reactants needed to synthesize it. The reactants are: [CH3:1][C:2]([C:8]1[S:9][CH:10]=[CH:11][CH:12]=1)([CH3:7])[C:3]([NH:5][NH2:6])=[O:4].[CH:13]1([C:16](Cl)=[O:17])[CH2:15][CH2:14]1.C(N(CC)CC)C. (4) Given the product [CH3:17][O:16][CH:13]1[CH2:14][CH2:15][N:11]([C:9]2[N:10]=[C:5]3[CH:4]=[CH:3][C:2]([NH2:18])=[CH:7][N:6]3[N:8]=2)[CH2:12]1, predict the reactants needed to synthesize it. The reactants are: Br[C:2]1[CH:3]=[CH:4][C:5]2[N:6]([N:8]=[C:9]([N:11]3[CH2:15][CH2:14][CH:13]([O:16][CH3:17])[CH2:12]3)[N:10]=2)[CH:7]=1.[N:18]1(C2N=C3C=CC(N)=CN3N=2)CCOCC1. (5) Given the product [CH2:1]([O:3][C:4](=[O:16])/[CH:5]=[C:6](/[O:8][C:9]1[CH:14]=[CH:13][CH:12]=[C:11]([Cl:15])[CH:10]=1)\[CH2:7][Br:17])[CH3:2], predict the reactants needed to synthesize it. The reactants are: [CH2:1]([O:3][C:4](=[O:16])/[CH:5]=[C:6](/[O:8][C:9]1[CH:14]=[CH:13][CH:12]=[C:11]([Cl:15])[CH:10]=1)\[CH3:7])[CH3:2].[Br:17]N1C(=O)CCC1=O.C(OOC(=O)C1C=CC=CC=1)(=O)C1C=CC=CC=1. (6) Given the product [C:1]([O:5][C:6]([N:8]1[CH2:13][CH2:12][CH2:11][CH2:10][CH:9]1[CH2:14][C:15](=[O:35])[NH:16][CH:17]1[C:26]2[C:21](=[CH:22][C:23]([C:45]([CH2:44][N:47]3[CH2:52][CH2:51][CH2:50][CH2:49][CH2:48]3)=[CH2:46])=[CH:24][CH:25]=2)[CH2:20][CH2:19][CH2:18]1)=[O:7])([CH3:3])([CH3:2])[CH3:4], predict the reactants needed to synthesize it. The reactants are: [C:1]([O:5][C:6]([N:8]1[CH2:13][CH2:12][CH2:11][CH2:10][CH:9]1[CH2:14][C:15](=[O:35])[NH:16][CH:17]1[C:26]2[C:21](=[CH:22][C:23](OS(C(F)(F)F)(=O)=O)=[CH:24][CH:25]=2)[CH2:20][CH2:19][CH2:18]1)=[O:7])([CH3:4])([CH3:3])[CH3:2].N#N.C([O-])([O-])=O.[K+].[K+].[CH2:44]([N:47]1[CH2:52][CH2:51][CH2:50][CH2:49][CH2:48]1)[CH:45]=[CH2:46]. (7) Given the product [ClH:18].[NH2:12][CH2:11][C@@:8]([OH:9])([CH3:10])[C:7]([OH:17])=[O:6], predict the reactants needed to synthesize it. The reactants are: C([C@H]1[O:9][C@:8]([CH2:11][NH:12]C(=O)OC)([CH3:10])[C:7](=[O:17])[O:6]1)(C)(C)C.[ClH:18].